This data is from Acute oral toxicity (LD50) regression data from Zhu et al.. The task is: Regression/Classification. Given a drug SMILES string, predict its toxicity properties. Task type varies by dataset: regression for continuous values (e.g., LD50, hERG inhibition percentage) or binary classification for toxic/non-toxic outcomes (e.g., AMES mutagenicity, cardiotoxicity, hepatotoxicity). Dataset: ld50_zhu. (1) The rat oral LD50 is 1.98, given as -log10 of the dose in mol/kg body weight (higher means more acutely toxic). The compound is O=C(O)CNC(=O)c1ccc(Cl)cc1. (2) The compound is c1ccc(-c2nnco2)cc1. The rat oral LD50 is 2.52, given as -log10 of the dose in mol/kg body weight (higher means more acutely toxic). (3) The drug is COP(=S)(OC)SC(SP(=S)(OC)OC)c1ccccc1. The rat oral LD50 is 3.16, given as -log10 of the dose in mol/kg body weight (higher means more acutely toxic). (4) The drug is N#CC(=C1SCC(c2ccccc2Cl)S1)n1ccnc1. The rat oral LD50 is 2.69, given as -log10 of the dose in mol/kg body weight (higher means more acutely toxic). (5) The compound is CCOC(=O)C(OP(OCC)OCC)C(C)=O. The rat oral LD50 is 3.18, given as -log10 of the dose in mol/kg body weight (higher means more acutely toxic). (6) The rat oral LD50 is 2.43, given as -log10 of the dose in mol/kg body weight (higher means more acutely toxic). The drug is CCN(CC)c1nc(NC(C)C)nc(OC)n1. (7) The rat oral LD50 is 1.78, given as -log10 of the dose in mol/kg body weight (higher means more acutely toxic). The compound is c1ccsc1. (8) The molecule is CCCCOC(C1=NCCCN1)c1ccccc1. The rat oral LD50 is 2.90, given as -log10 of the dose in mol/kg body weight (higher means more acutely toxic).